From a dataset of Full USPTO retrosynthesis dataset with 1.9M reactions from patents (1976-2016). Predict the reactants needed to synthesize the given product. (1) Given the product [Br:8][C:5]1[C:4]([C:29]([O:32][C:18]([CH3:28])([CH3:23])[CH3:19])=[O:30])=[N:3][C:2]([Cl:1])=[CH:7][CH:6]=1, predict the reactants needed to synthesize it. The reactants are: [Cl:1][C:2]1(C(O)=O)[CH:7]=[CH:6][C:5]([Br:8])=[CH:4][NH:3]1.N1C=CC=CC=1.[C:18]1([CH3:28])[CH:23]=CC(S(Cl)(=O)=O)=C[CH:19]=1.[C:29]([O-:32])(O)=[O:30].[Na+]. (2) Given the product [C:20]1([C:2]2[C:11]([NH:12][C:13](=[O:19])[O:14][C:15]([CH3:18])([CH3:17])[CH3:16])=[CH:10][CH:9]=[C:8]3[C:3]=2[CH:4]=[CH:5][CH:6]=[N:7]3)[CH:25]=[CH:24][CH:23]=[CH:22][CH:21]=1, predict the reactants needed to synthesize it. The reactants are: Br[C:2]1[C:11]([NH:12][C:13](=[O:19])[O:14][C:15]([CH3:18])([CH3:17])[CH3:16])=[CH:10][CH:9]=[C:8]2[C:3]=1[CH:4]=[CH:5][CH:6]=[N:7]2.[C:20]1(B(O)O)[CH:25]=[CH:24][CH:23]=[CH:22][CH:21]=1. (3) Given the product [C:25]([OH:32])(=[O:31])/[CH:26]=[CH:27]/[C:28]([OH:30])=[O:29].[CH3:15][C:13]1[CH:12]=[CH:11][C:8]([C:9]#[N:10])=[C:7]([O:6][C:5]2[CH:16]=[CH:17][CH:18]=[C:3]([CH2:1][NH:22][CH3:21])[CH:4]=2)[CH:14]=1, predict the reactants needed to synthesize it. The reactants are: [CH:1]([C:3]1[CH:4]=[C:5]([CH:16]=[CH:17][CH:18]=1)[O:6][C:7]1[CH:14]=[C:13]([CH3:15])[CH:12]=[CH:11][C:8]=1[C:9]#[N:10])=O.CN.[C:21]([BH3-])#[N:22].[Na+].[C:25]([OH:32])(=[O:31])/[CH:26]=[CH:27]/[C:28]([OH:30])=[O:29]. (4) Given the product [OH:28][C@@H:25]1[CH2:26][CH2:27][C@H:22]([NH:21][C:2]2[C:7]([C:8]#[N:9])=[CH:6][N:5]=[C:4]([S:10][CH3:11])[N:3]=2)[CH2:23][C:24]1([CH3:30])[CH3:29], predict the reactants needed to synthesize it. The reactants are: Cl[C:2]1[C:7]([C:8]#[N:9])=[CH:6][N:5]=[C:4]([S:10][CH3:11])[N:3]=1.CCN(C(C)C)C(C)C.[NH2:21][C@H:22]1[CH2:27][CH2:26][C@@H:25]([OH:28])[C:24]([CH3:30])([CH3:29])[CH2:23]1. (5) Given the product [O:51]=[S:46]1(=[O:52])[CH2:50][CH2:49][N:48]([C:13](=[O:15])[C@H:12]([N:9]2[C:8](=[O:19])[C:7]3=[CH:20][NH:21][C:5]4[C:6]3=[C:11]([C:2]([F:1])=[CH:3][N:4]=4)[CH2:10]2)[CH:16]([CH3:17])[CH3:18])[CH2:47]1, predict the reactants needed to synthesize it. The reactants are: [F:1][C:2]1[C:11]2[CH2:10][N:9]([C@H:12]([CH:16]([CH3:18])[CH3:17])[C:13]([OH:15])=O)[C:8](=[O:19])[C:7]3=[CH:20][NH:21][C:5]([C:6]=23)=[N:4][CH:3]=1.C1C=C2N=NN(O)C2=CC=1.O.CCN=C=NCCCN(C)C.Cl.Cl.[S:46]1(=[O:52])(=[O:51])[CH2:50][CH2:49][NH:48][CH2:47]1.CN1CCOCC1. (6) Given the product [CH3:1][N:2]1[C:10]2[C:5](=[CH:6][CH:7]=[CH:8][CH:9]=2)[C:4]([CH2:11][C:12]([NH:20][C:19]2[CH:21]=[CH:22][CH:23]=[C:17]([C:16]([F:15])([F:24])[F:25])[CH:18]=2)=[O:14])=[CH:3]1, predict the reactants needed to synthesize it. The reactants are: [CH3:1][N:2]1[C:10]2[C:5](=[CH:6][CH:7]=[CH:8][CH:9]=2)[C:4]([CH2:11][C:12]([OH:14])=O)=[CH:3]1.[F:15][C:16]([F:25])([F:24])[C:17]1[CH:18]=[C:19]([CH:21]=[CH:22][CH:23]=1)[NH2:20]. (7) Given the product [Cl:18][C:11]1[C:12]([C:14]([F:17])([F:16])[F:15])=[CH:13][C:8]2[N:7]=[C:22]([C:23]3[CH:28]=[CH:27][CH:26]=[C:25]([C:29]4[CH:34]=[CH:33][CH:32]=[CH:31][N:30]=4)[CH:24]=3)[CH2:21][C:20](=[O:36])[NH:19][C:9]=2[CH:10]=1, predict the reactants needed to synthesize it. The reactants are: C(OC(=O)[NH:7][C:8]1[CH:13]=[C:12]([C:14]([F:17])([F:16])[F:15])[C:11]([Cl:18])=[CH:10][C:9]=1[NH:19][C:20](=[O:36])[CH2:21][C:22](=O)[C:23]1[CH:28]=[CH:27][CH:26]=[C:25]([C:29]2[CH:34]=[CH:33][CH:32]=[CH:31][N:30]=2)[CH:24]=1)(C)(C)C.C(O)(C(F)(F)F)=O. (8) Given the product [NH2:17][C:14]1[CH:13]=[CH:12][C:11]([N:10]2[C:6]([CH3:5])=[C:7]([C:20](=[O:22])[CH3:21])[CH:8]=[N:9]2)=[CH:16][CH:15]=1, predict the reactants needed to synthesize it. The reactants are: C(O)(=O)C.[CH3:5][C:6]1[N:10]([C:11]2[CH:16]=[CH:15][C:14]([N+:17]([O-])=O)=[CH:13][CH:12]=2)[N:9]=[CH:8][C:7]=1[C:20](=[O:22])[CH3:21]. (9) Given the product [CH3:14][C:15]1[C:24]2[C:19](=[CH:20][C:21]([CH3:25])=[CH:22][CH:23]=2)[C:18]([N:26]2[CH:30]=[N:29][N:28]=[C:27]2[S:31][CH2:2][C:3]([O:5][CH2:6][CH3:7])=[O:4])=[CH:17][CH:16]=1, predict the reactants needed to synthesize it. The reactants are: Br[CH2:2][C:3]([O:5][CH2:6][CH3:7])=[O:4].C(=O)([O-])[O-].[K+].[K+].[CH3:14][C:15]1[C:24]2[C:19](=[CH:20][C:21]([CH3:25])=[CH:22][CH:23]=2)[C:18]([N:26]2[CH:30]=[N:29][N:28]=[C:27]2[SH:31])=[CH:17][CH:16]=1.CN(C=O)C. (10) Given the product [NH:1]1[C:9]2[C:4](=[CH:5][CH:6]=[CH:7][CH:8]=2)[C:3]([CH2:10][NH:11][CH:17]2[CH2:16][CH2:15][C:14]([C:21]3[CH:22]=[CH:23][CH:24]=[CH:25][CH:26]=3)([N:13]([CH3:27])[CH3:12])[CH2:19][CH2:18]2)=[CH:2]1, predict the reactants needed to synthesize it. The reactants are: [NH:1]1[C:9]2[C:4](=[CH:5][CH:6]=[CH:7][CH:8]=2)[C:3]([CH2:10][NH2:11])=[CH:2]1.[CH3:12][N:13]([CH3:27])[C:14]1([C:21]2[CH:26]=[CH:25][CH:24]=[CH:23][CH:22]=2)[CH2:19][CH2:18][C:17](=O)[CH2:16][CH2:15]1.C(O)(=O)C.C(O[BH-](OC(=O)C)OC(=O)C)(=O)C.[Na+].